This data is from Full USPTO retrosynthesis dataset with 1.9M reactions from patents (1976-2016). The task is: Predict the reactants needed to synthesize the given product. Given the product [CH:1]([O:3][C:4](=[O:13])[C:5]1[CH:10]=[C:9]([Cl:11])[C:8]([O:18][CH:15]([CH3:16])[CH3:14])=[N:7][CH:6]=1)([CH3:20])[CH3:2], predict the reactants needed to synthesize it. The reactants are: [CH2:1]([O:3][C:4](=[O:13])[C:5]1[CH:10]=[C:9]([Cl:11])[C:8](Cl)=[N:7][CH:6]=1)[CH3:2].[CH3:14][C:15]([O-:18])(C)[CH3:16].[K+].[CH:20](O)(C)C.